From a dataset of Full USPTO retrosynthesis dataset with 1.9M reactions from patents (1976-2016). Predict the reactants needed to synthesize the given product. (1) Given the product [F:32][C:33]([F:46])([F:47])[C:34]1[CH:35]=[C:36]([CH:39]=[C:40]([C:42]([F:45])([F:43])[F:44])[CH:41]=1)[CH2:37][NH:38][C:22](=[O:23])[C:21]1[CH:25]=[CH:26][C:18]([C:16]2[CH:15]=[N:14][C:10]3[NH:11][CH2:12][CH2:13][N:8]([CH2:7][C:6]4[CH:27]=[C:2]([Cl:1])[CH:3]=[CH:4][C:5]=4[C:28]([F:30])([F:31])[F:29])[C:9]=3[CH:17]=2)=[CH:19][CH:20]=1, predict the reactants needed to synthesize it. The reactants are: [Cl:1][C:2]1[CH:3]=[CH:4][C:5]([C:28]([F:31])([F:30])[F:29])=[C:6]([CH:27]=1)[CH2:7][N:8]1[CH2:13][CH2:12][NH:11][C:10]2[N:14]=[CH:15][C:16]([C:18]3[CH:26]=[CH:25][C:21]([C:22](O)=[O:23])=[CH:20][CH:19]=3)=[CH:17][C:9]1=2.[F:32][C:33]([F:47])([F:46])[C:34]1[CH:35]=[C:36]([CH:39]=[C:40]([C:42]([F:45])([F:44])[F:43])[CH:41]=1)[CH2:37][NH2:38]. (2) Given the product [CH2:24]([C:17]1[N:16]([CH2:15][C:12]2[CH:13]=[CH:14][C:9]([S:6]([NH2:5])(=[O:7])=[O:8])=[CH:10][CH:11]=2)[C:20]([CH:21]=[O:22])=[C:19]([Cl:23])[N:18]=1)[CH2:25][CH2:26][CH3:27], predict the reactants needed to synthesize it. The reactants are: C([NH:5][S:6]([C:9]1[CH:14]=[CH:13][C:12]([CH2:15][N:16]2[C:20]([CH:21]=[O:22])=[C:19]([Cl:23])[N:18]=[C:17]2[CH2:24][CH2:25][CH2:26][CH3:27])=[CH:11][CH:10]=1)(=[O:8])=[O:7])(C)(C)C.C(O)(C(F)(F)F)=O.